From a dataset of Experimentally validated miRNA-target interactions with 360,000+ pairs, plus equal number of negative samples. Binary Classification. Given a miRNA mature sequence and a target amino acid sequence, predict their likelihood of interaction. (1) The miRNA is hsa-miR-3151-5p with sequence GGUGGGGCAAUGGGAUCAGGU. The protein sequence of the target gene is MWRAGSMSAELGVGCALRAVNERVQQAVARRPRDLPAIQPRLVAVSKTKPADMVIEAYGHGQRTFGENYVQELLEKASNPKILSLCPEIKWHFIGHLQKQNVNKLMAVPNLFMLETVDSVKLADKVNSSWQRKGSPERLKVMVQINTSGEESKHGLPPSETIAIVEHINAKCPNLEFVGLMTIGSFGHDLSQGPNPDFQLLLSLREELCKKLNIPADQVELSMGMSADFQHAVEVGSTNVRIGSTIFGERDYSKKPTPDKCAADVKAPLEVAQEH. Result: 0 (no interaction). (2) Result: 0 (no interaction). The miRNA is hsa-miR-4502 with sequence GCUGAUGAUGAUGGUGCUGAAG. The protein sequence of the target gene is MSSLAVRDPAMDRSLRSVFVGNIPYEATEEQLKDIFSEVGSVVSFRLVYDRETGKPKGYGFCEYQDQETALSAMRNLNGREFSGRALRVDNAASEKNKEELKSLGPAAPIIDSPYGDPIDPEDAPESITRAVASLPPEQMFELMKQMKLCVQNSHQEARNMLLQNPQLAYALLQAQVVMRIMDPEIALKILHRKIHVTPLIPGKSQSVSVSGPGPGPGPGLCPGPNVLLNQQNPPAPQPQHLARRPVKDIPPLMQTPIQGGIPAPGPIPAAVPGAGPGSLTPGGAMQPQLGMPGVGPVPL.... (3) The miRNA is hsa-miR-7158-3p with sequence CUGAACUAGAGAUUGGGCCCA. The protein sequence of the target gene is MAIPITVLDCDLLLYGRGHRTLDRFKLDDVTDEYLMSMYGFPRQFIYYLVELLGANLSRPTQRSRAISPETQVLAALGFYTSGSFQTRMGDAIGISQASMSRCVANVTEALVERASQFIRFPADEASIQALKDEFYGLAGMPGVMGVVDCIHVAIKAPNAEDLSYVNRKGLHSLNCLMVCDIRGTLMTVETNWPGSLQDCAVLQQSSLSSQFEAGMHKDSWLLGDSSFFLRTWLMTPLHIPETPAEYRYNMAHSATHSVIEKTFRTLCSRFRCLDGSKGALQYSPEKSSHIILACCVLHN.... Result: 1 (interaction). (4) The miRNA is hsa-miR-129-5p with sequence CUUUUUGCGGUCUGGGCUUGC. The protein sequence of the target gene is MPNSERHGGKKDGSGGASGTSQPSSGGGSSNSRERHRLVSKHKRHKSKHSKDVGLVTPEAASLGTIIKPLVEYDDISSDSDTFSDDTAFKSDRRENEERRGTDRSDRLHRHRHHQHRRSRDLLKTKQTEKEKNQEVSKSGSMKDRVSGSSKRSVEGSDDYGKAQLSKSGSKESRSSKMHKEKTRKERELKSGYKDRSKSHRKRETPKSYKTVASPKRRSRSPHRKWSDSSKQDDSPSGASYGQDYDLSPPRSHTSSNYDSYKKSPGSTSRRQSISPPYKEPSAYQSSTRSPSPYSRRQRS.... Result: 0 (no interaction). (5) The miRNA is hsa-miR-4438 with sequence CACAGGCUUAGAAAAGACAGU. The protein sequence of the target gene is MDAVAFEDVAVNFTQEEWALLGPSQKNLYRYVMQETIRNLDCIRMIWEEQNTEDQYKNPRRNLRCHMVERFSESKDSSQCGETFSLIRDSIVNNSICPGEDPCQSAECEEVIMGHLSLNSHIRVDSGHKPHEYQEYGEKPHTHKQRGKAFSYHHSFQSRGRPHTGKKRYECKECGKTFSSRRNLRRHMVVQGGNRPYKCKLCGKAFFWPSLLRMHERTHTGEKPYECKQCSKAFPFYSSYRRHERMHTGEKPYECKQCSKALPDSSSYIRHERTHTGEKPYTCKQCGKAFSVSSSLRRHE.... Result: 1 (interaction). (6) Result: 0 (no interaction). The miRNA is hsa-miR-1255b-5p with sequence CGGAUGAGCAAAGAAAGUGGUU. The protein sequence of the target gene is MSVAFVPDWLRGKAEVNQETIQRLLEENDQLIRCIVEYQNKGRGNECVQYQHVLHRNLIYLATIADASPTSTSKAME. (7) The miRNA is hsa-miR-6788-5p with sequence CUGGGAGAAGAGUGGUGAAGA. The protein sequence of the target gene is MGRGPWDAGPSRRLLPLLLLLGLARGAAGAPGPDGLDVCATCHEHATCQQREGKKICICNYGFVGNGRTQCVDKNECQFGATLVCGNHTSCHNTPGGFYCICLEGYRATNNNKTFIPNDGTFCTDIDECEVSGLCRHGGRCVNTHGSFECYCMDGYLPRNGPEPFHPTTDATSCTEIDCGTPPEVPDGYIIGNYTSSLGSQVRYACREGFFSVPEDTVSSCTGLGTWESPKLHCQEINCGNPPEMRHAILVGNHSSRLGGVARYVCQEGFESPGGKITSVCTEKGTWRESTLTCTEILTK.... Result: 1 (interaction).